From a dataset of Forward reaction prediction with 1.9M reactions from USPTO patents (1976-2016). Predict the product of the given reaction. (1) Given the reactants C([O:8][C:9]1[N:10]=[N:11][C:12]([C:23]#[C:24][C:25]2[CH:30]=[CH:29][C:28]([F:31])=[CH:27][C:26]=2[F:32])=[CH:13][C:14]=1[O:15]CC1C=CC=CC=1)C1C=CC=CC=1, predict the reaction product. The product is: [F:32][C:26]1[CH:27]=[C:28]([F:31])[CH:29]=[CH:30][C:25]=1[CH2:24][CH2:23][C:12]1[CH:13]=[C:14]([OH:15])[C:9](=[O:8])[NH:10][N:11]=1. (2) Given the reactants C(OC1C=CC=CC=1)(=O)C.[C:11]1([CH2:17][C:18]([OH:20])=[O:19])[CH:16]=[CH:15][CH:14]=[CH:13][CH:12]=1.C(O)(=O)C1C=CC=CC=1.[NH2:30][C@H:31]([C:36]([OH:38])=[O:37])[CH2:32][CH2:33][CH2:34][NH2:35], predict the reaction product. The product is: [C:11]1([CH2:17][C:18]([OH:20])=[O:19])[CH:16]=[CH:15][CH:14]=[CH:13][CH:12]=1.[NH2:30][C@H:31]([C:36]([OH:38])=[O:37])[CH2:32][CH2:33][CH2:34][NH2:35]. (3) The product is: [Cl:47][C:31]1[C:32]2[C:37](=[CH:36][C:35]([C@H:40]([CH3:45])[C:41]([O:43][CH3:44])=[O:42])=[CH:34][CH:33]=2)[CH:38]=[CH:39][C:30]=1[O:29][P:26](=[N:12][C@@H:13]([CH:22]([CH3:24])[CH3:23])[C:14]([O:16][CH2:17][C:18]([CH3:19])([CH3:21])[CH3:20])=[O:15])=[O:27]. Given the reactants S(C1C=CC(C)=CC=1)([O-])(=O)=O.[NH2:12][C@@H:13]([CH:22]([CH3:24])[CH3:23])[C:14]([O:16][CH2:17][C:18]([CH3:21])([CH3:20])[CH3:19])=[O:15].Cl[P:26]([O:29][C:30]1[CH:31]=[C:32]2[C:37](=[CH:38][CH:39]=1)[CH:36]=[C:35]([C@H:40]([CH3:45])[C:41]([O:43][CH3:44])=[O:42])[CH:34]=[CH:33]2)(Cl)=[O:27].C(Cl)[Cl:47], predict the reaction product.